This data is from Forward reaction prediction with 1.9M reactions from USPTO patents (1976-2016). The task is: Predict the product of the given reaction. (1) Given the reactants C([O:3][C:4](=[O:25])[CH2:5][CH2:6][CH:7]([NH:17][C:18]([O:20][C:21]([CH3:24])([CH3:23])[CH3:22])=[O:19])[C:8]([N:10]1[CH2:14][CH2:13][CH2:12][CH:11]1[C:15]#[N:16])=[O:9])C.[Li+].[OH-], predict the reaction product. The product is: [C:21]([O:20][C:18]([NH:17][CH:7]([C:8]([N:10]1[CH2:14][CH2:13][CH2:12][CH:11]1[C:15]#[N:16])=[O:9])[CH2:6][CH2:5][C:4]([OH:25])=[O:3])=[O:19])([CH3:24])([CH3:22])[CH3:23]. (2) Given the reactants [C:1]([O:5][C:6](=[O:24])[NH:7][CH:8]([C:13]1[CH:18]=[CH:17][C:16]([O:19][C:20]([F:23])([F:22])[F:21])=[CH:15][CH:14]=1)[C:9](=[O:12])[CH2:10][CH3:11])([CH3:4])([CH3:3])[CH3:2].[CH2:25]([Mg]Br)[CH3:26].C(OCC)C.Cl, predict the reaction product. The product is: [C:1]([O:5][C:6](=[O:24])[NH:7][CH:8]([C:13]1[CH:18]=[CH:17][C:16]([O:19][C:20]([F:22])([F:23])[F:21])=[CH:15][CH:14]=1)[C:9]([CH2:25][CH3:26])([OH:12])[CH2:10][CH3:11])([CH3:2])([CH3:3])[CH3:4]. (3) Given the reactants Br[C:2]1[CH:7]=[CH:6][C:5]([C:8]2[N:9]=[C:10]([C:14]3[CH:19]=[CH:18][C:17]([C:20]([F:23])([F:22])[F:21])=[CH:16][CH:15]=3)[O:11][C:12]=2[CH3:13])=[CH:4][CH:3]=1.[CH3:24][O:25][C:26]1[CH:31]=[CH:30][C:29](B(O)O)=[CH:28][CH:27]=1, predict the reaction product. The product is: [CH3:24][O:25][C:26]1[CH:31]=[CH:30][C:29]([C:3]2[CH:2]=[CH:7][CH:6]=[C:5]([C:8]3[N:9]=[C:10]([C:14]4[CH:15]=[CH:16][C:17]([C:20]([F:21])([F:23])[F:22])=[CH:18][CH:19]=4)[O:11][C:12]=3[CH3:13])[CH:4]=2)=[CH:28][CH:27]=1. (4) Given the reactants Br[C:2]1[CH:7]=[CH:6][C:5]([F:8])=[CH:4][C:3]=1[CH:9]=[CH2:10].[Cu][C:12]#[N:13].Cl, predict the reaction product. The product is: [F:8][C:5]1[CH:6]=[CH:7][C:2]([C:12]#[N:13])=[C:3]([CH:9]=[CH2:10])[CH:4]=1. (5) Given the reactants [C:1](Cl)(Cl)=[O:2].[CH:5]1([OH:10])[CH2:9][CH2:8][CH2:7][CH2:6]1.C(N(C(C)C)CC)(C)C.[CH3:20][C:21]1[C:32]([O:33][C:34]([F:37])([F:36])[F:35])=[CH:31][C:24]2[NH:25][CH2:26][CH2:27][CH2:28][C:29](=O)[C:23]=2[CH:22]=1.[F:38][C:39]([F:53])([F:52])[C:40]1[CH:41]=[C:42]([CH:45]=[C:46]([C:48]([F:51])([F:50])[F:49])[CH:47]=1)[CH2:43][NH2:44].[BH4-].[Na+].[C:56](Cl)(=[O:58])[CH3:57].N1C=CC=CC=1, predict the reaction product. The product is: [CH:5]1([O:10][C:1]([N:25]2[CH2:26][CH2:27][CH2:28][CH:29]([N:44]([C:56](=[O:58])[CH3:57])[CH2:43][C:42]3[CH:41]=[C:40]([C:39]([F:52])([F:53])[F:38])[CH:47]=[C:46]([C:48]([F:51])([F:49])[F:50])[CH:45]=3)[C:23]3[CH:22]=[C:21]([CH3:20])[C:32]([O:33][C:34]([F:37])([F:36])[F:35])=[CH:31][C:24]2=3)=[O:2])[CH2:9][CH2:8][CH2:7][CH2:6]1. (6) Given the reactants [CH2:1]([O:3][P:4]([CH:9]=[CH:10][C:11]1[CH:16]=[C:15]([Cl:17])[CH:14]=[CH:13][C:12]=1[OH:18])(=[O:8])[O:5][CH2:6][CH3:7])[CH3:2].C(=O)([O-])[O-].[Ca+2], predict the reaction product. The product is: [CH2:1]([O:3][P:4]([CH2:9][CH2:10][C:11]1[CH:16]=[C:15]([Cl:17])[CH:14]=[CH:13][C:12]=1[OH:18])(=[O:8])[O:5][CH2:6][CH3:7])[CH3:2]. (7) Given the reactants O[CH:2]1O[C:5](=[O:7])[CH2:4][CH:3]1[CH2:8][CH2:9][CH3:10].CCN(C(C)C)C(C)C.Cl.[O:21]1[CH:25]=[C:24]([CH2:26][NH2:27])[CH:23]=[N:22]1, predict the reaction product. The product is: [O:21]1[CH:25]=[C:24]([CH2:26][N:27]2[CH2:2][CH:3]([CH2:8][CH2:9][CH3:10])[CH2:4][C:5]2=[O:7])[CH:23]=[N:22]1.